This data is from Catalyst prediction with 721,799 reactions and 888 catalyst types from USPTO. The task is: Predict which catalyst facilitates the given reaction. (1) Reactant: [Si:1]([O:18][C@H:19]1[CH2:24][CH2:23][C@@:22]([C@H:26]2[CH2:34][CH2:33][C@@:32]3([CH3:35])[C@@H:28]([CH2:29][CH2:30][C@:31]3([C:37]3[CH:42]=[CH:41][CH:40]=[CH:39][CH:38]=3)[OH:36])[C@@H:27]2[CH2:43][OH:44])([CH3:25])[C@@H:21]([CH2:45][OH:46])[CH2:20]1)([C:14]([CH3:17])([CH3:16])[CH3:15])([C:8]1[CH:13]=[CH:12][CH:11]=[CH:10][CH:9]=1)[C:2]1[CH:7]=[CH:6][CH:5]=[CH:4][CH:3]=1.[C:47](Cl)(=[O:52])[C:48]([CH3:51])([CH3:50])[CH3:49]. Product: [C:47]([O:46][CH2:45][C@H:21]1[CH2:20][C@@H:19]([O:18][Si:1]([C:14]([CH3:15])([CH3:17])[CH3:16])([C:2]2[CH:7]=[CH:6][CH:5]=[CH:4][CH:3]=2)[C:8]2[CH:9]=[CH:10][CH:11]=[CH:12][CH:13]=2)[CH2:24][CH2:23][C@@:22]1([C@H:26]1[CH2:34][CH2:33][C@@:32]2([CH3:35])[C@@H:28]([CH2:29][CH2:30][C@@:31]2([OH:36])[C:37]2[CH:38]=[CH:39][CH:40]=[CH:41][CH:42]=2)[C@@H:27]1[CH2:43][OH:44])[CH3:25])(=[O:52])[C:48]([CH3:51])([CH3:50])[CH3:49]. The catalyst class is: 436. (2) The catalyst class is: 218. Product: [CH3:14][O:13][C:3]1[C:2]([NH:1][C:16]2[N:21]=[C:20]([NH:22][CH3:23])[C:19]([C:24]([F:27])([F:25])[F:26])=[CH:18][N:17]=2)=[CH:10][CH:9]=[C:8]2[C:4]=1[CH2:5][N:6]([CH3:12])[C:7]2=[O:11]. Reactant: [NH2:1][C:2]1[C:3]([O:13][CH3:14])=[C:4]2[C:8](=[CH:9][CH:10]=1)[C:7](=[O:11])[N:6]([CH3:12])[CH2:5]2.Cl[C:16]1[N:21]=[C:20]([NH:22][CH3:23])[C:19]([C:24]([F:27])([F:26])[F:25])=[CH:18][N:17]=1.